This data is from Reaction yield outcomes from USPTO patents with 853,638 reactions. The task is: Predict the reaction yield, written as a fraction of the theoretical maximum amount of product (1.0 means a 100% yield; for example, 0.34 means a 34% yield). (1) The reactants are [NH2:1][C:2]1[S:3][C:4]2[CH2:13][CH2:12][CH:11]([OH:14])[C:10]3[C:6](=[CH:7][N:8]([CH2:15][C:16]4[CH:21]=[CH:20][C:19]([O:22][CH3:23])=[CH:18][CH:17]=4)[N:9]=3)[C:5]=2[N:24]=1.[CH3:25][C:26]1[CH:31]=[CH:30][N:29]=[C:28](Cl)[N:27]=1.CC1(C)C2C(=C(P(C3C=CC=CC=3)C3C=CC=CC=3)C=CC=2)OC2C(P(C3C=CC=CC=3)C3C=CC=CC=3)=CC=CC1=2.C([O-])([O-])=O.[K+].[K+]. The catalyst is O1CCOCC1.C1C=CC(/C=C/C(/C=C/C2C=CC=CC=2)=O)=CC=1.C1C=CC(/C=C/C(/C=C/C2C=CC=CC=2)=O)=CC=1.C1C=CC(/C=C/C(/C=C/C2C=CC=CC=2)=O)=CC=1.[Pd].[Pd]. The product is [CH3:23][O:22][C:19]1[CH:20]=[CH:21][C:16]([CH2:15][N:8]2[CH:7]=[C:6]3[C:10]([CH:11]([OH:14])[CH2:12][CH2:13][C:4]4[S:3][C:2]([NH:1][C:28]5[N:27]=[C:26]([CH3:25])[CH:31]=[CH:30][N:29]=5)=[N:24][C:5]=43)=[N:9]2)=[CH:17][CH:18]=1. The yield is 0.280. (2) The reactants are [F:1][C:2]1[CH:3]=[CH:4][C:5]([N+:15]([O-])=O)=[C:6]([CH:14]=1)[CH2:7][N:8]1[CH2:13][CH2:12][O:11][CH2:10][CH2:9]1.C(O)C.O.NN. The catalyst is C1COCC1.[Ni]. The product is [F:1][C:2]1[CH:3]=[CH:4][C:5]([NH2:15])=[C:6]([CH2:7][N:8]2[CH2:13][CH2:12][O:11][CH2:10][CH2:9]2)[CH:14]=1. The yield is 0.990. (3) The reactants are [CH:1]1([O:4][C:5]2[CH:6]=[C:7]([C:11]3[N:16]=[CH:15][C:14]([NH:17][C:18]4[CH:30]=[CH:29][C:28]([CH3:31])=[CH:27][C:19]=4[C:20]([O:22]C(C)(C)C)=[O:21])=[CH:13][C:12]=3[CH3:32])[CH:8]=[CH:9][CH:10]=2)[CH2:3][CH2:2]1. The catalyst is FC(F)(F)C(O)=O. The product is [CH:1]1([O:4][C:5]2[CH:6]=[C:7]([C:11]3[N:16]=[CH:15][C:14]([NH:17][C:18]4[CH:30]=[CH:29][C:28]([CH3:31])=[CH:27][C:19]=4[C:20]([OH:22])=[O:21])=[CH:13][C:12]=3[CH3:32])[CH:8]=[CH:9][CH:10]=2)[CH2:3][CH2:2]1. The yield is 0.740.